Dataset: NCI-60 drug combinations with 297,098 pairs across 59 cell lines. Task: Regression. Given two drug SMILES strings and cell line genomic features, predict the synergy score measuring deviation from expected non-interaction effect. Drug 1: CN(C)C1=NC(=NC(=N1)N(C)C)N(C)C. Drug 2: CS(=O)(=O)CCNCC1=CC=C(O1)C2=CC3=C(C=C2)N=CN=C3NC4=CC(=C(C=C4)OCC5=CC(=CC=C5)F)Cl. Cell line: KM12. Synergy scores: CSS=1.70, Synergy_ZIP=-3.01, Synergy_Bliss=-7.81, Synergy_Loewe=-8.96, Synergy_HSA=-8.75.